This data is from Reaction yield outcomes from USPTO patents with 853,638 reactions. The task is: Predict the reaction yield, written as a fraction of the theoretical maximum amount of product (1.0 means a 100% yield; for example, 0.34 means a 34% yield). (1) The reactants are [C:1]([C:3]1[CH:8]=[CH:7][CH:6]=[C:5]([C:9]2[O:13][C:12]([CH:14]([OH:31])[CH2:15][CH2:16][C:17]3[CH:22]=[CH:21][C:20]([CH2:23][O:24][C:25]4[CH:30]=[CH:29][CH:28]=[CH:27][CH:26]=4)=[CH:19][CH:18]=3)=[N:11][CH:10]=2)[N:4]=1)#[N:2].CC(OI1(OC(C)=O)(OC(C)=O)OC(=O)C2C=CC=CC1=2)=O.C([O-])(O)=O.[Na+]. The catalyst is C(Cl)Cl. The product is [C:1]([C:3]1[CH:8]=[CH:7][CH:6]=[C:5]([C:9]2[O:13][C:12]([C:14](=[O:31])[CH2:15][CH2:16][C:17]3[CH:22]=[CH:21][C:20]([CH2:23][O:24][C:25]4[CH:26]=[CH:27][CH:28]=[CH:29][CH:30]=4)=[CH:19][CH:18]=3)=[N:11][CH:10]=2)[N:4]=1)#[N:2]. The yield is 0.740. (2) The reactants are [F:1][C:2]1[CH:7]=[CH:6][C:5]([C:8]2[C:17]3[C:12](=[CH:13][CH:14]=[CH:15][CH:16]=3)[C:11]([NH:18][C:19]3[CH:24]=[CH:23][C:22]([S:25][C:26]4[C:35]5[C:30](=[CH:31][C:32]([O:36][CH3:37])=[CH:33][N:34]=5)[N:29]=[CH:28][CH:27]=4)=[CH:21][CH:20]=3)=[N:10][N:9]=2)=[CH:4][CH:3]=1.C1C=C(Cl)C=C(C(OO)=[O:46])C=1. The catalyst is C(Cl)Cl.C(Cl)(Cl)Cl. The product is [NH4+:9].[OH-:36].[F:1][C:2]1[CH:3]=[CH:4][C:5]([C:8]2[C:17]3[C:12](=[CH:13][CH:14]=[CH:15][CH:16]=3)[C:11]([NH:18][C:19]3[CH:20]=[CH:21][C:22]([S:25]([C:26]4[C:35]5[C:30](=[CH:31][C:32]([O:36][CH3:37])=[CH:33][N:34]=5)[N:29]=[CH:28][CH:27]=4)=[O:46])=[CH:23][CH:24]=3)=[N:10][N:9]=2)=[CH:6][CH:7]=1. The yield is 0.0100. (3) The reactants are C(OP([CH2:9][C:10]1[CH:15]=[CH:14][CH:13]=[C:12]([O:16][C:17]2[CH:22]=[CH:21][C:20]([C:23]([F:26])([F:25])[F:24])=[CH:19][N:18]=2)[CH:11]=1)(=O)OCC)C.C(O[K])(C)(C)C.O=[C:34]1[CH2:39][CH2:38][N:37]([C:40]([O:42][C:43]([CH3:46])([CH3:45])[CH3:44])=[O:41])[CH2:36][CH2:35]1.P(=O)([O-])[O-]. The catalyst is O1CCCC1. The product is [C:43]([O:42][C:40]([N:37]1[CH2:38][CH2:39][C:34](=[CH:9][C:10]2[CH:15]=[CH:14][CH:13]=[C:12]([O:16][C:17]3[CH:22]=[CH:21][C:20]([C:23]([F:24])([F:25])[F:26])=[CH:19][N:18]=3)[CH:11]=2)[CH2:35][CH2:36]1)=[O:41])([CH3:46])([CH3:44])[CH3:45]. The yield is 0.490.